Dataset: Experimental lipophilicity measurements (octanol/water distribution) for 4,200 compounds from AstraZeneca. Task: Regression/Classification. Given a drug SMILES string, predict its absorption, distribution, metabolism, or excretion properties. Task type varies by dataset: regression for continuous measurements (e.g., permeability, clearance, half-life) or binary classification for categorical outcomes (e.g., BBB penetration, CYP inhibition). For this dataset (lipophilicity_astrazeneca), we predict Y. (1) The molecule is O=C(C(=O)c1cc(Br)ccc1O)c1cc(Br)ccc1O. The Y is 3.85 logD. (2) The drug is CC(C)NCC(O)COc1nccs1. The Y is -0.970 logD. (3) The compound is Cc1sc2ncnc(SCC(=O)N3CCCC3)c2c1C. The Y is 2.89 logD.